Dataset: Forward reaction prediction with 1.9M reactions from USPTO patents (1976-2016). Task: Predict the product of the given reaction. (1) Given the reactants [CH3:1][C:2]1([CH3:18])[C:6]([CH3:8])([CH3:7])[O:5][B:4]([C:9]2[CH:17]=[C:16]3[C:12](C=N[NH:15]3)=[CH:11][CH:10]=2)[O:3]1.BrC1C=C[C:23]2[N:24]([C:28]([O:30][C:31]([CH3:34])([CH3:33])[CH3:32])=[O:29])C(C)=N[C:22]=2C=1, predict the reaction product. The product is: [CH3:22][C:23]1[N:24]([C:28]([O:30][C:31]([CH3:34])([CH3:33])[CH3:32])=[O:29])[C:12]2[CH:11]=[CH:10][C:9]([B:4]3[O:5][C:6]([CH3:7])([CH3:8])[C:2]([CH3:1])([CH3:18])[O:3]3)=[CH:17][C:16]=2[N:15]=1. (2) Given the reactants [NH2:1][C:2]1[CH:21]=[CH:20][C:5]([O:6][CH:7]2[CH2:12][CH2:11][N:10](C(OC(C)(C)C)=O)[CH2:9][CH2:8]2)=[C:4]([O:22][CH:23]([F:25])[F:24])[CH:3]=1.Cl.Cl[C:28]1[N:33]=[C:32]([NH:34][C@@H:35]2[CH2:43][C@H:42]3[N:38]([CH2:39][CH2:40][CH2:41]3)[C:37]([CH3:45])([CH3:44])[CH2:36]2)[C:31]([F:46])=[CH:30][N:29]=1.CC1C=CC(S(O)(=O)=O)=CC=1.O, predict the reaction product. The product is: [F:25][CH:23]([F:24])[O:22][C:4]1[CH:3]=[C:2]([NH:1][C:28]2[N:33]=[C:32]([NH:34][C@@H:35]3[CH2:43][C@H:42]4[N:38]([CH2:39][CH2:40][CH2:41]4)[C:37]([CH3:44])([CH3:45])[CH2:36]3)[C:31]([F:46])=[CH:30][N:29]=2)[CH:21]=[CH:20][C:5]=1[O:6][CH:7]1[CH2:8][CH2:9][NH:10][CH2:11][CH2:12]1. (3) Given the reactants [Cl:1][C:2]1[C:3]([N+:13]([O-:15])=[O:14])=[CH:4][C:5]([CH3:12])=[C:6]([CH:11]=1)[C:7]([O:9][CH3:10])=[O:8].C1C(=O)N([Br:23])C(=O)C1, predict the reaction product. The product is: [Br:23][CH2:12][C:5]1[CH:4]=[C:3]([N+:13]([O-:15])=[O:14])[C:2]([Cl:1])=[CH:11][C:6]=1[C:7]([O:9][CH3:10])=[O:8]. (4) Given the reactants [Cl:1][C:2]1[CH:3]=[CH:4][C:5]([C:28]([F:31])([F:30])[F:29])=[C:6]([CH:27]=1)[CH2:7][N:8]1[CH2:13][CH2:12][NH:11][C:10]2[N:14]=[CH:15][C:16]([C:18]3[CH:26]=[CH:25][C:21]([C:22]([OH:24])=O)=[CH:20][CH:19]=3)=[CH:17][C:9]1=2.[NH2:32][CH:33]1[CH2:38][CH2:37][N:36]([CH2:39][C:40]2[CH:45]=[CH:44][CH:43]=[CH:42][CH:41]=2)[CH2:35][CH2:34]1, predict the reaction product. The product is: [CH2:39]([N:36]1[CH2:37][CH2:38][CH:33]([NH:32][C:22](=[O:24])[C:21]2[CH:25]=[CH:26][C:18]([C:16]3[CH:15]=[N:14][C:10]4[NH:11][CH2:12][CH2:13][N:8]([CH2:7][C:6]5[CH:27]=[C:2]([Cl:1])[CH:3]=[CH:4][C:5]=5[C:28]([F:31])([F:30])[F:29])[C:9]=4[CH:17]=3)=[CH:19][CH:20]=2)[CH2:34][CH2:35]1)[C:40]1[CH:41]=[CH:42][CH:43]=[CH:44][CH:45]=1. (5) Given the reactants [CH3:1][S:2]([OH:5])(=[O:4])=[O:3].[Cl:6][C:7]1[CH:8]=[CH:9][C:10]2[N:11]([CH:13]=[C:14]([CH2:16][O:17][C:18]3[CH:23]=[CH:22][C:21]([C:24]4[C:25](=[O:39])[C:26]([CH3:38])([CH3:37])[O:27][C:28]=4[C:29]4[CH:34]=[CH:33][C:32]([O:35][CH3:36])=[CH:31][CH:30]=4)=[CH:20][CH:19]=3)[N:15]=2)[CH:12]=1, predict the reaction product. The product is: [CH3:1][S:2]([OH:5])(=[O:4])=[O:3].[Cl:6][C:7]1[CH:8]=[CH:9][C:10]2[N:11]([CH:13]=[C:14]([CH2:16][O:17][C:18]3[CH:19]=[CH:20][C:21]([C:24]4[C:25](=[O:39])[C:26]([CH3:37])([CH3:38])[O:27][C:28]=4[C:29]4[CH:34]=[CH:33][C:32]([O:35][CH3:36])=[CH:31][CH:30]=4)=[CH:22][CH:23]=3)[N:15]=2)[CH:12]=1. (6) Given the reactants [C:1]([NH:5][C:6]1[N:11]=[C:10](S(C)=O)[C:9]([C:15]([NH2:17])=[O:16])=[CH:8][N:7]=1)([CH3:4])([CH3:3])[CH3:2].Cl.[NH2:19][C@H:20]1[CH2:25][C@@H:24]([OH:26])[C@H:23]([CH3:27])[CH2:22][CH2:21]1.C(N(C(C)C)C(C)C)C, predict the reaction product. The product is: [C:1]([NH:5][C:6]1[N:11]=[C:10]([NH:19][C@@H:20]2[CH2:21][CH2:22][C@@H:23]([CH3:27])[C@H:24]([OH:26])[CH2:25]2)[C:9]([C:15]([NH2:17])=[O:16])=[CH:8][N:7]=1)([CH3:4])([CH3:3])[CH3:2].